This data is from Full USPTO retrosynthesis dataset with 1.9M reactions from patents (1976-2016). The task is: Predict the reactants needed to synthesize the given product. Given the product [C:33]([NH:1][C:2]1[C:3]([NH:8][C:9]2[CH:18]=[C:17]3[C:12]([CH:13]=[CH:14][CH:15]=[C:16]3[N:19]3[CH2:20][CH2:21][N:22]([CH3:25])[CH2:23][CH2:24]3)=[CH:11][CH:10]=2)=[N:4][CH:5]=[CH:6][CH:7]=1)(=[O:40])[C:34]1[CH:39]=[CH:38][CH:37]=[CH:36][CH:35]=1, predict the reactants needed to synthesize it. The reactants are: [NH2:1][C:2]1[C:3]([NH:8][C:9]2[CH:18]=[C:17]3[C:12]([CH:13]=[CH:14][CH:15]=[C:16]3[N:19]3[CH2:24][CH2:23][N:22]([CH3:25])[CH2:21][CH2:20]3)=[CH:11][CH:10]=2)=[N:4][CH:5]=[CH:6][CH:7]=1.C(N(CC)CC)C.[C:33](Cl)(=[O:40])[C:34]1[CH:39]=[CH:38][CH:37]=[CH:36][CH:35]=1.